From a dataset of Reaction yield outcomes from USPTO patents with 853,638 reactions. Predict the reaction yield, written as a fraction of the theoretical maximum amount of product (1.0 means a 100% yield; for example, 0.34 means a 34% yield). The reactants are [CH:1]1([C:7]2[C:15]3[C:10](=[CH:11][C:12]([C:16]([O:18]C)=[O:17])=[CH:13][CH:14]=3)[NH:9][C:8]=2[C:20]2[CH:25]=[CH:24][CH:23]=[CH:22][CH:21]=2)[CH2:6][CH2:5][CH2:4][CH2:3][CH2:2]1.[H-].[Na+].[CH3:28][C:29]1[CH:36]=[CH:35][C:32]([CH2:33]Br)=[CH:31][CH:30]=1. No catalyst specified. The product is [CH:1]1([C:7]2[C:15]3[C:10](=[CH:11][C:12]([C:16]([OH:18])=[O:17])=[CH:13][CH:14]=3)[N:9]([CH2:28][C:29]3[CH:36]=[CH:35][C:32]([CH3:33])=[CH:31][CH:30]=3)[C:8]=2[C:20]2[CH:21]=[CH:22][CH:23]=[CH:24][CH:25]=2)[CH2:6][CH2:5][CH2:4][CH2:3][CH2:2]1. The yield is 0.600.